Dataset: Reaction yield outcomes from USPTO patents with 853,638 reactions. Task: Predict the reaction yield, written as a fraction of the theoretical maximum amount of product (1.0 means a 100% yield; for example, 0.34 means a 34% yield). The reactants are S1[CH2:6][CH:5]=[C:4]([C:7]2[CH:12]=[C:11]([F:13])[C:10]([C:14]3[N:19]=[C:18]([C:20]([O:22][CH3:23])=[O:21])[CH:17]=[CH:16][C:15]=3[F:24])=[C:9]([F:25])[CH:8]=2)[CH2:3][CH2:2]1.O[O:27][S:28]([O-:30])=O.[K+]. The catalyst is C(Cl)Cl. The product is [O:27]=[S:28]1(=[O:30])[CH2:2][CH:3]=[C:4]([C:7]2[CH:12]=[C:11]([F:13])[C:10]([C:14]3[N:19]=[C:18]([C:20]([O:22][CH3:23])=[O:21])[CH:17]=[CH:16][C:15]=3[F:24])=[C:9]([F:25])[CH:8]=2)[CH2:5][CH2:6]1. The yield is 1.00.